Dataset: Full USPTO retrosynthesis dataset with 1.9M reactions from patents (1976-2016). Task: Predict the reactants needed to synthesize the given product. (1) Given the product [CH3:30][O:29][C:24]1[C:23]2[C:28](=[C:19]3[C:20](=[CH:21][CH:22]=2)[C:11]2[C:10](=[CH:9][CH:14]=[CH:13][CH:12]=2)[S:15](=[O:17])(=[O:16])[NH:18]3)[N:27]=[CH:26][CH:25]=1, predict the reactants needed to synthesize it. The reactants are: N(OC(C)(C)C)=O.N[C:9]1[CH:14]=[CH:13][CH:12]=[CH:11][C:10]=1[S:15]([NH:18][C:19]1[CH:20]=[CH:21][CH:22]=[C:23]2[C:28]=1[N:27]=[CH:26][CH:25]=[C:24]2[O:29][CH3:30])(=[O:17])=[O:16]. (2) Given the product [C:8]([C:5]1[CH:6]=[CH:7][C:2]([C:26]2[CH:27]=[CH:28][C:23]([CH2:22][OH:21])=[CH:24][CH:25]=2)=[CH:3][CH:4]=1)#[C:9][CH3:10], predict the reactants needed to synthesize it. The reactants are: Br[C:2]1[CH:7]=[CH:6][C:5]([C:8]#[C:9][CH3:10])=[CH:4][CH:3]=1.BrC1C=C(OCC)C=CC=1.[OH:21][CH2:22][C:23]1[CH:28]=[CH:27][C:26](B(O)O)=[CH:25][CH:24]=1.C(=O)([O-])[O-].[Na+].[Na+]. (3) Given the product [CH3:1][C@H:2]1[C@@H:7]([N:8]([C:10]2[N:18]=[CH:17][N:16]=[C:15]3[C:11]=2[CH:12]=[CH:13][NH:14]3)[CH3:9])[CH2:6][N:5]([C:19]([CH2:21][C:22]#[N:23])=[O:20])[CH2:4][CH2:3]1.[CH2:33]([C:28]([OH:29])([C:30]([OH:32])=[O:31])[CH2:27][C:26]([OH:38])=[O:37])[C:34]([OH:36])=[O:35], predict the reactants needed to synthesize it. The reactants are: [CH3:1][C@H:2]1[C@@H:7]([N:8]([C:10]2[N:18]=[CH:17][N:16]=[C:15]3[C:11]=2[CH:12]=[CH:13][NH:14]3)[CH3:9])[CH2:6][N:5]([C:19]([CH2:21][C:22]#[N:23])=[O:20])[CH2:4][CH2:3]1.Cl.O.[C:26]([OH:38])(=[O:37])[CH2:27][C:28]([CH2:33][C:34]([OH:36])=[O:35])([C:30]([OH:32])=[O:31])[OH:29].C(=O)(O)[O-].[Na+]. (4) Given the product [OH:37][CH:35]([CH3:36])[CH2:34][S:33][C:2]1[CH:3]=[CH:4][C:5]([N:8]2[CH:12]=[CH:11][C:10]([CH:13]([C:15]3[CH:32]=[CH:31][C:18]4[N:19]([CH2:23][O:24][CH2:25][CH2:26][Si:27]([CH3:30])([CH3:29])[CH3:28])[C:20](=[O:22])[S:21][C:17]=4[CH:16]=3)[CH3:14])=[N:9]2)=[N:6][CH:7]=1, predict the reactants needed to synthesize it. The reactants are: I[C:2]1[CH:3]=[CH:4][C:5]([N:8]2[CH:12]=[CH:11][C:10]([CH:13]([C:15]3[CH:32]=[CH:31][C:18]4[N:19]([CH2:23][O:24][CH2:25][CH2:26][Si:27]([CH3:30])([CH3:29])[CH3:28])[C:20](=[O:22])[S:21][C:17]=4[CH:16]=3)[CH3:14])=[N:9]2)=[N:6][CH:7]=1.[SH:33][CH2:34][CH:35]([OH:37])[CH3:36]. (5) Given the product [N:1]1([C:6]2[N:14]=[CH:13][N:12]=[C:11]3[C:7]=2[N:8]=[CH:9][N:10]3[C@H:19]2[O:41][C@@H:40]([CH2:42][O:43][C:44](=[O:51])[C:45]3[CH:50]=[CH:49][CH:48]=[CH:47][CH:46]=3)[C@H:30]([O:31][C:32](=[O:39])[C:33]3[CH:38]=[CH:37][CH:36]=[CH:35][CH:34]=3)[C@@H:20]2[O:21][C:22](=[O:29])[C:23]2[CH:24]=[CH:25][CH:26]=[CH:27][CH:28]=2)[CH:2]=[CH:3][CH:4]=[CH:5]1, predict the reactants needed to synthesize it. The reactants are: [N:1]1([C:6]2[N:14]=[CH:13][N:12]=[C:11]3[C:7]=2[NH:8][CH:9]=[N:10]3)[CH:5]=[CH:4][CH:3]=[CH:2]1.C(O[C@H:19]1[O:41][C@@H:40]([CH2:42][O:43][C:44](=[O:51])[C:45]2[CH:50]=[CH:49][CH:48]=[CH:47][CH:46]=2)[C@H:30]([O:31][C:32](=[O:39])[C:33]2[CH:38]=[CH:37][CH:36]=[CH:35][CH:34]=2)[C@@H:20]1[O:21][C:22](=[O:29])[C:23]1[CH:28]=[CH:27][CH:26]=[CH:25][CH:24]=1)(=O)C.CN([Si](C)(C)C)C(=O)C(F)(F)F.FC(F)(F)S(O[Si](C)(C)C)(=O)=O. (6) Given the product [CH3:81][C:82]1[CH:83]=[CH:84][C:85]([S:88]([O:91][CH2:3][CH:2]2[CH2:1][C:4]3[C:9]([F:10])=[C:8]([F:11])[CH:7]=[C:6]([Br:12])[C:5]=3[O:13]2)(=[O:90])=[O:89])=[CH:86][CH:87]=1, predict the reactants needed to synthesize it. The reactants are: [CH2:1]([C:4]1[C:9]([F:10])=[C:8]([F:11])[CH:7]=[C:6]([Br:12])[C:5]=1[OH:13])[CH:2]=[CH2:3].ClC1C=C(C=CC=1)C(OO)=O.C(=O)([O-])[O-].[K+].[K+].ClC1C2OC(CO)CC=2C(C(F)(F)F)=CC=1.BrC1C2OC(CO)CC=2C(F)=C(F)C=1.C(N(C(C)C)CC)(C)C.C1(C)C=CC(S(Cl)(=O)=O)=CC=1.[CH3:81][C:82]1[CH:87]=[CH:86][C:85]([S:88]([O:91]CC2CC3C=CC=C(OC)C=3O2)(=[O:90])=[O:89])=[CH:84][CH:83]=1. (7) The reactants are: Br[C:2]1[CH:3]=[C:4]([C:8]2[CH:21]=[CH:20][C:19]3[C:10](=[C:11]([C:28]4[CH:33]=[CH:32][CH:31]=[CH:30][CH:29]=4)[C:12]4[C:17]([C:18]=3[C:22]3[CH:27]=[CH:26][CH:25]=[CH:24][CH:23]=3)=[CH:16][CH:15]=[CH:14][CH:13]=4)[CH:9]=2)[CH:5]=[CH:6][CH:7]=1.[CH:34]1[C:42]2[C:41]3[CH:43]=[CH:44][CH:45]=[CH:46][C:40]=3[O:39][C:38]=2[C:37]([C:47]2[CH:48]=[CH:49][C:50]3[NH:51][C:52]4[C:57]([C:58]=3[CH:59]=2)=[CH:56][CH:55]=[CH:54][CH:53]=4)=[CH:36][CH:35]=1.CC(C)([O-])C.[Na+].C(P(C(C)(C)C)C(C)(C)C)(C)(C)C. Given the product [CH:34]1[C:42]2[C:41]3[CH:43]=[CH:44][CH:45]=[CH:46][C:40]=3[O:39][C:38]=2[C:37]([C:47]2[CH:48]=[CH:49][C:50]3[N:51]([C:6]4[CH:7]=[CH:2][CH:3]=[C:4]([C:8]5[CH:21]=[CH:20][C:19]6[C:10](=[C:11]([C:28]7[CH:33]=[CH:32][CH:31]=[CH:30][CH:29]=7)[C:12]7[C:17]([C:18]=6[C:22]6[CH:27]=[CH:26][CH:25]=[CH:24][CH:23]=6)=[CH:16][CH:15]=[CH:14][CH:13]=7)[CH:9]=5)[CH:5]=4)[C:52]4[C:57]([C:58]=3[CH:59]=2)=[CH:56][CH:55]=[CH:54][CH:53]=4)=[CH:36][CH:35]=1, predict the reactants needed to synthesize it.